From a dataset of Reaction yield outcomes from USPTO patents with 853,638 reactions. Predict the reaction yield, written as a fraction of the theoretical maximum amount of product (1.0 means a 100% yield; for example, 0.34 means a 34% yield). (1) The reactants are C1COCC1.[CH3:6][O:7][C:8]1[C@:15]2([CH2:18][CH:19]=[C:20]([CH3:22])[CH3:21])[C:16](=[O:17])[C@@H:11]([C@:12]([CH3:42])([CH2:28][CH2:29][CH2:30][C:31]([CH3:41])([O:33][Si:34]([CH2:39][CH3:40])([CH2:37][CH3:38])[CH2:35][CH3:36])[CH3:32])[C@@H:13]([CH2:23][CH:24]=[C:25]([CH3:27])[CH3:26])[CH2:14]2)[C:10](=[O:43])[C:9]=1[Si:44]([CH3:47])([CH3:46])[CH3:45].[Li]N1C(C)(C)CCCC1(C)C.[C:59](Cl)(=[O:63])[CH:60]([CH3:62])[CH3:61]. The catalyst is CCOC(C)=O.CCCCCC. The product is [C:59]([C@:11]12[C:16](=[O:17])[C@:15]([CH2:18][CH:19]=[C:20]([CH3:21])[CH3:22])([CH2:14][C@H:13]([CH2:23][CH:24]=[C:25]([CH3:27])[CH3:26])[C@@:12]1([CH3:42])[CH2:28][CH2:29][CH2:30][C:31]([CH3:41])([O:33][Si:34]([CH2:35][CH3:36])([CH2:37][CH3:38])[CH2:39][CH3:40])[CH3:32])[C:8]([O:7][CH3:6])=[C:9]([Si:44]([CH3:47])([CH3:46])[CH3:45])[C:10]2=[O:43])(=[O:63])[CH:60]([CH3:62])[CH3:61]. The yield is 0.240. (2) The yield is 1.00. The reactants are Br[C:2]1[N:11]=[C:10]2[C:5]([C:6](=[CH:12][C:13]3[CH:18]=[C:17]([F:19])[CH:16]=[CH:15][C:14]=3[F:20])[CH2:7][CH2:8][NH:9]2)=[CH:4][CH:3]=1. The product is [F:20][C:14]1[CH:15]=[CH:16][C:17]([F:19])=[CH:18][C:13]=1[CH2:12][CH:6]1[C:5]2[C:10](=[N:11][CH:2]=[CH:3][CH:4]=2)[NH:9][CH2:8][CH2:7]1. The catalyst is CO.[Pd]. (3) The product is [C:1]1([CH2:7][CH2:8][CH2:9][CH2:10][CH2:11][CH2:12][C:13]([C:15]2[O:16][C:17]([C:20]3[CH:29]=[CH:28][CH:27]=[CH:26][C:21]=3[C:22]([OH:24])=[O:23])=[CH:18][N:19]=2)=[O:14])[CH:6]=[CH:5][CH:4]=[CH:3][CH:2]=1. The yield is 0.800. The reactants are [C:1]1([CH2:7][CH2:8][CH2:9][CH2:10][CH2:11][CH2:12][C:13]([C:15]2[O:16][C:17]([C:20]3[CH:29]=[CH:28][CH:27]=[CH:26][C:21]=3[C:22]([O:24]C)=[O:23])=[CH:18][N:19]=2)=[O:14])[CH:6]=[CH:5][CH:4]=[CH:3][CH:2]=1. The catalyst is CCOC(C)=O. (4) The reactants are [NH2:1][C:2]1[CH:3]=[C:4]([OH:12])[C:5](=[CH:10][CH:11]=1)[C:6]([O:8][CH3:9])=[O:7].[CH3:13][C:14]1[O:15][C:16]([C:23]([F:26])([F:25])[F:24])=[CH:17][C:18]=1[S:19](Cl)(=[O:21])=[O:20]. No catalyst specified. The product is [OH:12][C:4]1[CH:3]=[C:2]([NH:1][S:19]([C:18]2[CH:17]=[C:16]([C:23]([F:26])([F:24])[F:25])[O:15][C:14]=2[CH3:13])(=[O:21])=[O:20])[CH:11]=[CH:10][C:5]=1[C:6]([O:8][CH3:9])=[O:7]. The yield is 0.670.